This data is from Reaction yield outcomes from USPTO patents with 853,638 reactions. The task is: Predict the reaction yield, written as a fraction of the theoretical maximum amount of product (1.0 means a 100% yield; for example, 0.34 means a 34% yield). The reactants are Cl[C:2]1[C:11]2[C:6](=[CH:7][C:8]([O:14][CH3:15])=[C:9]([O:12][CH3:13])[CH:10]=2)[N:5]=[CH:4][CH:3]=1.[C:16]([O:25][CH2:26][CH2:27][CH:28]([CH3:30])[CH3:29])(=[O:24])[C:17]1[C:18](=[CH:20][CH:21]=[CH:22][CH:23]=1)[OH:19]. The catalyst is CN(C)C1C=CN=CC=1.ClC1C=CC=CC=1Cl. The product is [CH3:13][O:12][C:9]1[CH:10]=[C:11]2[C:6](=[CH:7][C:8]=1[O:14][CH3:15])[N:5]=[CH:4][CH:3]=[C:2]2[O:19][C:18]1[CH:20]=[CH:21][CH:22]=[CH:23][C:17]=1[C:16]([O:25][CH2:26][CH2:27][CH:28]([CH3:29])[CH3:30])=[O:24]. The yield is 0.560.